Dataset: Reaction yield outcomes from USPTO patents with 853,638 reactions. Task: Predict the reaction yield, written as a fraction of the theoretical maximum amount of product (1.0 means a 100% yield; for example, 0.34 means a 34% yield). (1) The reactants are [Cl:1][C:2]1[C:3]([F:12])=[CH:4][C:5]([OH:11])=[C:6]([C:8](=[O:10])[CH3:9])[CH:7]=1.[Br:13]N1C(=O)CCC1=O. The catalyst is C(O)(=O)C. The product is [Br:13][C:4]1[C:5]([OH:11])=[C:6]([C:8](=[O:10])[CH3:9])[CH:7]=[C:2]([Cl:1])[C:3]=1[F:12]. The yield is 0.930. (2) The reactants are [Br:1][C:2]1[CH:10]=[C:9]2[C:5]([CH2:6][CH2:7][C:8]2=[O:11])=[CH:4][CH:3]=1.[C:12]([O:16]C)(=O)[CH:13]=[CH2:14].[K].[C:19]1(C)C=CC=C[CH:20]=1.[OH-].[K+]. The catalyst is CC1CCCO1.O. The product is [Br:1][C:2]1[CH:10]=[C:9]2[C:5]([CH2:6][C:7]3([CH2:14][CH2:13][C:12](=[O:16])[CH2:20][CH2:19]3)[C:8]2=[O:11])=[CH:4][CH:3]=1. The yield is 0.750. (3) The reactants are [CH3:1][S:2]([C:5]1[CH:10]=[CH:9][C:8]([O-:11])=[CH:7][CH:6]=1)(=[O:4])=[O:3].[K+].Br[CH2:14][C:15]1[N:16]=[N:17][C:18]([Cl:21])=[CH:19][CH:20]=1.O. The catalyst is CN(C)C=O. The product is [Cl:21][C:18]1[N:17]=[N:16][C:15]([CH2:14][O:11][C:8]2[CH:9]=[CH:10][C:5]([S:2]([CH3:1])(=[O:3])=[O:4])=[CH:6][CH:7]=2)=[CH:20][CH:19]=1. The yield is 0.690. (4) The reactants are [N:1]12[CH2:8][CH2:7][C:4]([C:9]([C:17]3[CH:22]=[CH:21][CH:20]=[CH:19][CH:18]=3)([C:11]3[CH:16]=[CH:15][CH:14]=[CH:13][CH:12]=3)[OH:10])([CH2:5][CH2:6]1)[CH2:3][CH2:2]2.[C:23]1([O:29][CH2:30][CH2:31][CH2:32][CH2:33][Br:34])[CH:28]=[CH:27][CH:26]=[CH:25][CH:24]=1. The catalyst is CC#N. The product is [Br-:34].[OH:10][C:9]([C:17]1[CH:22]=[CH:21][CH:20]=[CH:19][CH:18]=1)([C:11]1[CH:12]=[CH:13][CH:14]=[CH:15][CH:16]=1)[C:4]12[CH2:5][CH2:6][N+:1]([CH2:33][CH2:32][CH2:31][CH2:30][O:29][C:23]3[CH:28]=[CH:27][CH:26]=[CH:25][CH:24]=3)([CH2:2][CH2:3]1)[CH2:8][CH2:7]2. The yield is 0.649.